Dataset: Reaction yield outcomes from USPTO patents with 853,638 reactions. Task: Predict the reaction yield, written as a fraction of the theoretical maximum amount of product (1.0 means a 100% yield; for example, 0.34 means a 34% yield). (1) The reactants are [CH3:1][O:2][C:3]1[CH:4]=[C:5]2[C:10](=[CH:11][C:12]=1[O:13][CH3:14])[N:9]=[CH:8][N:7]=[C:6]2[O:15][C:16]1[CH:17]=[C:18]2[C:23](=[CH:24][CH:25]=1)[C:22]([C:26](O)=[O:27])=[CH:21][CH:20]=[CH:19]2.[NH2:29][CH2:30][C:31]1[CH:48]=[CH:47][C:34]([C:35]([NH:37][C:38]2[CH:43]=[CH:42][C:41]([O:44][CH3:45])=[CH:40][C:39]=2[NH2:46])=[O:36])=[CH:33][CH:32]=1. No catalyst specified. The product is [NH2:46][C:39]1[CH:40]=[C:41]([O:44][CH3:45])[CH:42]=[CH:43][C:38]=1[NH:37][C:35]([C:34]1[CH:47]=[CH:48][C:31]([CH2:30][NH:29][C:26]([C:22]2[C:23]3[C:18](=[CH:17][C:16]([O:15][C:6]4[C:5]5[C:10](=[CH:11][C:12]([O:13][CH3:14])=[C:3]([O:2][CH3:1])[CH:4]=5)[N:9]=[CH:8][N:7]=4)=[CH:25][CH:24]=3)[CH:19]=[CH:20][CH:21]=2)=[O:27])=[CH:32][CH:33]=1)=[O:36]. The yield is 0.820. (2) The reactants are C([O:5][C:6](=[O:53])[C:7]([O:10]/[N:11]=[C:12](/[C:40]1[N:41]=[C:42]([NH:45]C(OC(C)(C)C)=O)[S:43][CH:44]=1)\[C:13]([NH:15][C@@H:16]1[C:19](=[O:20])[N:18]([S:21]([OH:24])(=[O:23])=[O:22])[C@@H:17]1[CH2:25][N:26]1[CH:30]=[N:29][C:28]([CH2:31][NH:32]C(OC(C)(C)C)=O)=[N:27]1)=[O:14])([CH3:9])[CH3:8])(C)(C)C.C(O)(C(F)(F)F)=O. The catalyst is C(Cl)Cl. The product is [NH2:32][CH2:31][C:28]1[N:29]=[CH:30][N:26]([CH2:25][C@@H:17]2[C@H:16]([NH:15][C:13](=[O:14])/[C:12](=[N:11]\[O:10][C:7]([CH3:9])([CH3:8])[C:6]([OH:53])=[O:5])/[C:40]3[N:41]=[C:42]([NH2:45])[S:43][CH:44]=3)[C:19](=[O:20])[N:18]2[S:21]([OH:24])(=[O:23])=[O:22])[N:27]=1. The yield is 0.650. (3) The reactants are [CH2:1]([O:8][C:9]1[CH:14]=[CH:13][C:12](Br)=[C:11]([CH3:16])[CH:10]=1)[C:2]1[CH:7]=[CH:6][CH:5]=[CH:4][CH:3]=1.[C:17]1(=[O:23])[O:22][C:20](=[O:21])[CH2:19][CH2:18]1. The catalyst is C1COCC1.BrCCBr. The product is [CH2:1]([O:8][C:9]1[CH:14]=[CH:13][C:12]([C:17](=[O:23])[CH2:18][CH2:19][C:20]([OH:22])=[O:21])=[C:11]([CH3:16])[CH:10]=1)[C:2]1[CH:7]=[CH:6][CH:5]=[CH:4][CH:3]=1. The yield is 0.400.